Dataset: Forward reaction prediction with 1.9M reactions from USPTO patents (1976-2016). Task: Predict the product of the given reaction. (1) Given the reactants [CH:1]([S:4]([N:7]1[C:11]2[CH:12]=[C:13](I)[CH:14]=[CH:15][C:10]=2[N:9]=[C:8]1[NH2:17])(=[O:6])=[O:5])([CH3:3])[CH3:2].CS(C)=O.C(N(CC)CC)C.[C:29]1([C:35]#[CH:36])[CH:34]=[CH:33][CH:32]=[CH:31][CH:30]=1, predict the reaction product. The product is: [CH:1]([S:4]([N:7]1[C:11]2[CH:12]=[C:13]([C:36]#[C:35][C:29]3[CH:34]=[CH:33][CH:32]=[CH:31][CH:30]=3)[CH:14]=[CH:15][C:10]=2[N:9]=[C:8]1[NH2:17])(=[O:6])=[O:5])([CH3:3])[CH3:2]. (2) Given the reactants C[O-].[Na+].[NH2:4][C:5]1[N:12]=[CH:11][CH:10]=[CH:9][C:6]=1[CH:7]=O.[C:13]([O:20][CH3:21])(=[O:19])[CH2:14][C:15]([O:17]C)=O, predict the reaction product. The product is: [OH:17][C:15]1[C:14]([C:13]([O:20][CH3:21])=[O:19])=[CH:7][C:6]2[C:5](=[N:12][CH:11]=[CH:10][CH:9]=2)[N:4]=1. (3) The product is: [CH2:1]([O:8][C:9](=[O:20])[NH:10][C@H:11]1[CH2:16][CH2:15][C@@H:14]([O:17][CH3:18])[C@H:13]([NH:19][C:26]([O:25][C:22]([CH3:24])([CH3:23])[CH3:21])=[O:27])[CH2:12]1)[C:2]1[CH:7]=[CH:6][CH:5]=[CH:4][CH:3]=1. Given the reactants [CH2:1]([O:8][C:9](=[O:20])[NH:10][C@H:11]1[CH2:16][CH2:15][C@@H:14]([O:17][CH3:18])[C@H:13]([NH2:19])[CH2:12]1)[C:2]1[CH:7]=[CH:6][CH:5]=[CH:4][CH:3]=1.[CH3:21][C:22]([O:25][C:26](O[C:26]([O:25][C:22]([CH3:24])([CH3:23])[CH3:21])=[O:27])=[O:27])([CH3:24])[CH3:23], predict the reaction product. (4) Given the reactants [OH-].[K+].[C:3]([O:12]CC)(=[O:11])[CH2:4][CH2:5][CH:6]=[CH:7][CH:8]=[CH:9][CH3:10].Cl, predict the reaction product. The product is: [C:3]([OH:12])(=[O:11])[CH2:4][CH2:5][CH:6]=[CH:7][CH:8]=[CH:9][CH3:10]. (5) Given the reactants [F:1][C:2]1[CH:7]=[CH:6][CH:5]=[CH:4][C:3]=1[CH:8]([NH:12][C:13]([NH:15][C:16]1[CH:21]=[CH:20][C:19]([Cl:22])=[CH:18][CH:17]=1)=[O:14])[C:9]([OH:11])=O.[CH3:23][N:24]([CH2:26][C:27]1[CH:32]=[CH:31][CH:30]=[CH:29][C:28]=1[C:33]1[CH:38]=[CH:37][C:36]([NH2:39])=[C:35]([F:40])[CH:34]=1)[CH3:25].O=P(Cl)(Cl)Cl, predict the reaction product. The product is: [CH3:25][N:24]([CH2:26][C:27]1[CH:32]=[CH:31][CH:30]=[CH:29][C:28]=1[C:33]1[CH:38]=[CH:37][C:36]([NH:39][C:9](=[O:11])[CH:8]([C:3]2[CH:4]=[CH:5][CH:6]=[CH:7][C:2]=2[F:1])[NH:12][C:13]([NH:15][C:16]2[CH:21]=[CH:20][C:19]([Cl:22])=[CH:18][CH:17]=2)=[O:14])=[C:35]([F:40])[CH:34]=1)[CH3:23]. (6) Given the reactants C1([Li])C=CC=CC=1.[Br-].[S:9]1[CH:13]=[CH:12][CH:11]=[C:10]1[CH2:14][P+](C1C=CC=CC=1)(C1C=CC=CC=1)C1C=CC=CC=1.[CH2:34]([N:38]([CH2:51][CH2:52][CH2:53][CH3:54])[C:39]1[CH:46]=[C:45]([O:47][CH3:48])[C:42]([CH:43]=O)=[C:41]([O:49][CH3:50])[CH:40]=1)[CH2:35][CH2:36][CH3:37].C(Cl)(Cl)Cl, predict the reaction product. The product is: [CH2:34]([N:38]([CH2:51][CH2:52][CH2:53][CH3:54])[C:39]1[CH:46]=[C:45]([O:47][CH3:48])[C:42]([CH:43]=[CH:14][C:10]2[S:9][CH:13]=[CH:12][CH:11]=2)=[C:41]([O:49][CH3:50])[CH:40]=1)[CH2:35][CH2:36][CH3:37]. (7) Given the reactants [Cl-].[Al+3].[Cl-].[Cl-].C(S)C.C[O:9][C:10]1[CH:11]=[CH:12][C:13]2[O:17][C:16]([C:18]([O:20][CH2:21][CH3:22])=[O:19])=[CH:15][C:14]=2[CH:23]=1.Cl, predict the reaction product. The product is: [OH:9][C:10]1[CH:11]=[CH:12][C:13]2[O:17][C:16]([C:18]([O:20][CH2:21][CH3:22])=[O:19])=[CH:15][C:14]=2[CH:23]=1.